Dataset: Forward reaction prediction with 1.9M reactions from USPTO patents (1976-2016). Task: Predict the product of the given reaction. (1) The product is: [C:42]([CH:36]1[C:35]([CH3:44])([CH3:34])[CH2:40][C:39]2[N:7]([CH2:6][O:5][CH2:4][CH2:3][Si:2]([CH3:1])([CH3:32])[CH3:33])[N:8]=[C:9]([C:29]([OH:31])=[O:30])[C:38]=2[CH2:37]1)#[N:43]. Given the reactants [CH3:1][Si:2]([CH3:33])([CH3:32])[CH2:3][CH2:4][O:5][CH2:6][N:7]1C2CC(C3C=NN(COCC[Si](C)(C)C)C=3)CCC=2[C:9]([C:29]([OH:31])=[O:30])=[N:8]1.[CH3:34][C:35]1([CH3:44])[CH2:40][CH2:39][C:38](=O)[CH2:37][CH:36]1[C:42]#[N:43], predict the reaction product. (2) Given the reactants [N:1]1([C:7]2[N:12]3[N:13]=[C:14]([C:16]4[CH:21]=[CH:20][CH:19]=[CH:18][CH:17]=4)[CH:15]=[C:11]3[N:10]=[C:9]([NH:22][NH2:23])[CH:8]=2)[CH2:6][CH2:5][O:4][CH2:3][CH2:2]1.[CH3:24][O:25][C:26]1[S:27][C:28]2[C:29](=[C:31]([CH:35]=O)[CH:32]=[CH:33][CH:34]=2)[N:30]=1, predict the reaction product. The product is: [CH3:24][O:25][C:26]1[S:27][C:28]2[CH:34]=[CH:33][CH:32]=[C:31]([CH:35]=[N:23][NH:22][C:9]3[CH:8]=[C:7]([N:1]4[CH2:6][CH2:5][O:4][CH2:3][CH2:2]4)[N:12]4[N:13]=[C:14]([C:16]5[CH:21]=[CH:20][CH:19]=[CH:18][CH:17]=5)[CH:15]=[C:11]4[N:10]=3)[C:29]=2[N:30]=1. (3) Given the reactants Cl.[F:2][C:3]1[C:8]([NH:9][C:10]2[C:15]([C:16]3[N:24]=[CH:23][N:22]=[C:21]4[C:17]=3[N:18]=[CH:19][N:20]4C3CCCCO3)=[CH:14][CH:13]=[CH:12][N:11]=2)=[C:7]([F:31])[CH:6]=[CH:5][C:4]=1[NH:32][S:33]([CH:36]1[CH2:38][CH2:37]1)(=[O:35])=[O:34], predict the reaction product. The product is: [N:24]1[C:16]([C:15]2[C:10]([NH:9][C:8]3[C:3]([F:2])=[C:4]([NH:32][S:33]([CH:36]4[CH2:37][CH2:38]4)(=[O:34])=[O:35])[CH:5]=[CH:6][C:7]=3[F:31])=[N:11][CH:12]=[CH:13][CH:14]=2)=[C:17]2[C:21]([NH:20][CH:19]=[N:18]2)=[N:22][CH:23]=1.